This data is from Full USPTO retrosynthesis dataset with 1.9M reactions from patents (1976-2016). The task is: Predict the reactants needed to synthesize the given product. (1) The reactants are: [C:1]([O:5][C:6](=[O:17])[NH:7][C@@H:8]([C:14](F)=[O:15])[CH2:9][C:10]([CH3:13])([CH3:12])[CH3:11])([CH3:4])([CH3:3])[CH3:2].[Cl:18][C:19]1[CH:20]=[CH:21][C:22]([N:35]2[CH:39]=[N:38][N:37]=[N:36]2)=[C:23]([CH:34]=1)[CH2:24][NH:25][C:26]([C@@H:28]1[CH2:33][C@H:32]2[C@H:30]([CH2:31]2)[NH:29]1)=[O:27].C([O-])(O)=O.[Na+].CN(C=O)C. Given the product [C:1]([O:5][C:6](=[O:17])[NH:7][C@@H:8]([C:14]([N:29]1[C@H:28]([C:26](=[O:27])[NH:25][CH2:24][C:23]2[CH:34]=[C:19]([Cl:18])[CH:20]=[CH:21][C:22]=2[N:35]2[CH:39]=[N:38][N:37]=[N:36]2)[CH2:33][C@H:32]2[C@@H:30]1[CH2:31]2)=[O:15])[CH2:9][C:10]([CH3:13])([CH3:12])[CH3:11])([CH3:4])([CH3:3])[CH3:2], predict the reactants needed to synthesize it. (2) Given the product [C:1]([O:5][C:6]([N:8]([CH3:55])[C@@H:9]([CH3:54])[C:10]([NH:12][C@H:13]([C:33](=[O:53])[C@H:34]1[C@H:39]([C:40](=[O:52])[NH:41][C@H:42]2[C:51]3[C:46](=[CH:47][CH:48]=[CH:49][CH:50]=3)[CH2:45][CH2:44][CH2:43]2)[CH2:38][CH:37]=[CH:36][CH2:35]1)[CH2:14][C:15]1[CH:32]=[CH:31][C:18]([O:19][CH2:20][C:21]2[CH:30]=[CH:29][C:24]([C:25]([OH:27])=[O:26])=[CH:23][CH:22]=2)=[CH:17][CH:16]=1)=[O:11])=[O:7])([CH3:3])([CH3:4])[CH3:2], predict the reactants needed to synthesize it. The reactants are: [C:1]([O:5][C:6]([N:8]([CH3:55])[C@@H:9]([CH3:54])[C:10]([NH:12][C@H:13]([C:33](=[O:53])[C@H:34]1[C@H:39]([C:40](=[O:52])[NH:41][C@H:42]2[C:51]3[C:46](=[CH:47][CH:48]=[CH:49][CH:50]=3)[CH2:45][CH2:44][CH2:43]2)[CH2:38][CH:37]=[CH:36][CH2:35]1)[CH2:14][C:15]1[CH:32]=[CH:31][C:18]([O:19][CH2:20][C:21]2[CH:30]=[CH:29][C:24]([C:25]([O:27]C)=[O:26])=[CH:23][CH:22]=2)=[CH:17][CH:16]=1)=[O:11])=[O:7])([CH3:4])([CH3:3])[CH3:2].[OH-].[Na+].Cl. (3) The reactants are: C(OC([N:8]1[CH2:11][CH:10]([O:12][C:13]2[CH:18]=[CH:17][C:16]([N:19]3[CH:24]=[CH:23][C:22]4[CH:25]=[C:26]([C:28]5[CH:33]=[CH:32][C:31]([Cl:34])=[CH:30][CH:29]=5)[S:27][C:21]=4[C:20]3=[O:35])=[CH:15][C:14]=2[O:36][CH3:37])[CH2:9]1)=O)(C)(C)C.[F:38][C:39]([F:44])([F:43])[C:40]([OH:42])=[O:41]. Given the product [F:38][C:39]([F:44])([F:43])[C:40]([OH:42])=[O:41].[NH:8]1[CH2:9][CH:10]([O:12][C:13]2[CH:18]=[CH:17][C:16]([N:19]3[CH:24]=[CH:23][C:22]4[CH:25]=[C:26]([C:28]5[CH:29]=[CH:30][C:31]([Cl:34])=[CH:32][CH:33]=5)[S:27][C:21]=4[C:20]3=[O:35])=[CH:15][C:14]=2[O:36][CH3:37])[CH2:11]1, predict the reactants needed to synthesize it.